This data is from NCI-60 drug combinations with 297,098 pairs across 59 cell lines. The task is: Regression. Given two drug SMILES strings and cell line genomic features, predict the synergy score measuring deviation from expected non-interaction effect. Drug 1: C1=CC=C(C=C1)NC(=O)CCCCCCC(=O)NO. Drug 2: CC1CCC2CC(C(=CC=CC=CC(CC(C(=O)C(C(C(=CC(C(=O)CC(OC(=O)C3CCCCN3C(=O)C(=O)C1(O2)O)C(C)CC4CCC(C(C4)OC)OCCO)C)C)O)OC)C)C)C)OC. Cell line: K-562. Synergy scores: CSS=21.0, Synergy_ZIP=-6.00, Synergy_Bliss=1.22, Synergy_Loewe=-4.49, Synergy_HSA=-4.26.